From a dataset of Forward reaction prediction with 1.9M reactions from USPTO patents (1976-2016). Predict the product of the given reaction. (1) The product is: [Br:18][C:19]1[CH:24]=[CH:23][C:22]([NH:25][C:26]([NH:2][NH:1][C:3](=[O:17])[CH2:4][C@@H:5]2[CH2:9][CH2:8][N:7]([C:10]([O:12][C:13]([CH3:14])([CH3:16])[CH3:15])=[O:11])[CH2:6]2)=[O:27])=[C:21]([F:28])[CH:20]=1. Given the reactants [NH:1]([C:3](=[O:17])[CH2:4][C@@H:5]1[CH2:9][CH2:8][N:7]([C:10]([O:12][C:13]([CH3:16])([CH3:15])[CH3:14])=[O:11])[CH2:6]1)[NH2:2].[Br:18][C:19]1[CH:24]=[CH:23][C:22]([N:25]=[C:26]=[O:27])=[C:21]([F:28])[CH:20]=1, predict the reaction product. (2) Given the reactants [CH3:1][C:2]1[CH:3]=[C:4]([C:8]2[N:13]=[C:12]([C:14](OC)=[O:15])[C:11]([N:18]3[CH2:23][CH2:22][O:21][CH2:20][CH2:19]3)=[N:10][CH:9]=2)[CH:5]=[N:6][CH:7]=1.C[Si](C)(C)[O-].[K+].[CH3:30][O:31][C:32]1[C:37]([O:38][CH3:39])=[CH:36][CH:35]=[C:34]([CH2:40][NH2:41])[N:33]=1.C(Cl)CCl.C1C=NC2N(O)N=NC=2C=1.C(N(C(C)C)CC)(C)C, predict the reaction product. The product is: [CH3:39][O:38][C:37]1[CH:36]=[CH:35][C:34]([CH2:40][NH:41][C:14]([C:12]2[C:11]([N:18]3[CH2:23][CH2:22][O:21][CH2:20][CH2:19]3)=[N:10][CH:9]=[C:8]([C:4]3[CH:5]=[N:6][CH:7]=[C:2]([CH3:1])[CH:3]=3)[N:13]=2)=[O:15])=[N:33][C:32]=1[O:31][CH3:30]. (3) Given the reactants Cl.Br[C:3]1[CH:4]=[C:5]2[C:10](=[CH:11][CH:12]=1)[N:9]=[CH:8][N:7]=[C:6]2[NH:13][C:14]1[CH:19]=[CH:18][C:17]([F:20])=[C:16]([Cl:21])[CH:15]=1.[S:22]1[CH:26]=[CH:25][CH:24]=[C:23]1B(OC(C)C)OC(C)C, predict the reaction product. The product is: [Cl:21][C:16]1[CH:15]=[C:14]([CH:19]=[CH:18][C:17]=1[F:20])[NH:13][C:6]1[C:5]2[C:10](=[CH:11][CH:12]=[C:3]([C:23]3[S:22][CH:26]=[CH:25][CH:24]=3)[CH:4]=2)[N:9]=[CH:8][N:7]=1. (4) Given the reactants [Cl:1][C:2]1[C:3]([N:8]2[C:12]([C:13]([O:15][CH3:16])=[O:14])=[CH:11][C:10]([CH2:17][C:18]3[CH:19]=[N:20][C:21]([C:24]([F:27])([F:26])[F:25])=[CH:22][CH:23]=3)=[N:9]2)=[N:4][CH:5]=[CH:6][CH:7]=1.[O:28]1CCOCC1, predict the reaction product. The product is: [Cl:1][C:2]1[C:3]([N:8]2[C:12]([C:13]([O:15][CH3:16])=[O:14])=[CH:11][C:10]([C:17]([C:18]3[CH:19]=[N:20][C:21]([C:24]([F:27])([F:25])[F:26])=[CH:22][CH:23]=3)=[O:28])=[N:9]2)=[N:4][CH:5]=[CH:6][CH:7]=1. (5) Given the reactants [O:1]1[C:5]2[CH:6]=[CH:7][CH:8]=[CH:9][C:4]=2[C:3]([N:10]2[CH2:15][CH2:14][N:13]([CH2:16][CH2:17][C:18]3[CH:19]=[C:20]4[C:24](=[CH:25][CH:26]=3)[C:23]([CH3:28])([CH3:27])[CH:22]([NH2:29])[C:21]4([CH3:31])[CH3:30])[CH2:12][CH2:11]2)=[N:2]1.[CH3:32][S:33](Cl)(=[O:35])=[O:34].C(N(CC)CC)C, predict the reaction product. The product is: [O:1]1[C:5]2[CH:6]=[CH:7][CH:8]=[CH:9][C:4]=2[C:3]([N:10]2[CH2:15][CH2:14][N:13]([CH2:16][CH2:17][C:18]3[CH:19]=[C:20]4[C:24](=[CH:25][CH:26]=3)[C:23]([CH3:27])([CH3:28])[CH:22]([NH:29][S:33]([CH3:32])(=[O:35])=[O:34])[C:21]4([CH3:31])[CH3:30])[CH2:12][CH2:11]2)=[N:2]1. (6) Given the reactants [CH3:1][O:2][CH2:3][CH2:4][C:5]([OH:7])=O.C(Cl)(=O)C(Cl)=O.Cl.[NH2:15][CH:16]([C:35]1[CH:36]=[C:37]([CH3:41])[CH:38]=[CH:39][CH:40]=1)[CH:17]([C:19]1[CH:34]=[CH:33][C:22]2[N:23]([CH:28]3[CH2:32][CH2:31][CH2:30][CH2:29]3)[C:24](=[O:27])[N:25]([CH3:26])[C:21]=2[CH:20]=1)[OH:18].C(N(CC)CC)C, predict the reaction product. The product is: [CH:28]1([N:23]2[C:22]3[CH:33]=[CH:34][C:19]([CH:17]([OH:18])[CH:16]([NH:15][C:5](=[O:7])[CH2:4][CH2:3][O:2][CH3:1])[C:35]4[CH:36]=[C:37]([CH3:41])[CH:38]=[CH:39][CH:40]=4)=[CH:20][C:21]=3[N:25]([CH3:26])[C:24]2=[O:27])[CH2:29][CH2:30][CH2:31][CH2:32]1.